This data is from Reaction yield outcomes from USPTO patents with 853,638 reactions. The task is: Predict the reaction yield, written as a fraction of the theoretical maximum amount of product (1.0 means a 100% yield; for example, 0.34 means a 34% yield). (1) The reactants are [C:1]([O:4][C@H:5]1[C@@H:10]([O:11][C:12](=[O:14])[CH3:13])[C@H:9]([O:15][C:16](=[O:18])[CH3:17])[C@@H:8]([CH2:19][O:20][C:21](=[O:23])[CH3:22])[O:7][C@@H:6]1[O:24][C@H:25]1[C@H:30]([O:31][C:32](=[O:34])[CH3:33])[C@@H:29]([CH2:35][O:36][C:37](=[O:39])[CH3:38])[O:28][C@H:27]([O:40][C@H:41]2[C@H:46]([O:47][C:48](=[O:50])[CH3:49])[C@@H:45]([CH2:51][O:52][C:53](=[O:55])[CH3:54])[O:44][C@H:43]([O:56][C@H:57]3[C@H:62]([O:63][C:64](=[O:66])[CH3:65])[C@@H:61]([CH2:67][O:68][C:69](=[O:71])[CH3:70])[O:60][C@H:59]([O:72][C@H:73]4[C@@H:94]([O:95][C:96](=[O:98])[CH3:97])[C@H:93]([O:99][C:100](=[O:102])[CH3:101])[C@@H:92]([CH2:103][O:104][C:105](=[O:107])[CH3:106])[O:91][C@@H:74]4[O:75][CH2:76][CH2:77][CH2:78][CH2:79][CH2:80][CH2:81][CH2:82][CH2:83][CH2:84][CH2:85][CH2:86][CH2:87][N:88]=[N+:89]=[N-:90])[C@H:58]3[O:108][C:109](=[O:111])[CH3:110])[C@H:42]2[O:112][C:113](=[O:115])[CH3:114])[C@H:26]1[O:116][C:117](=[O:119])[CH3:118])(=[O:3])[CH3:2].[C:120]1([C:126]#[CH:127])[CH:125]=[CH:124][CH:123]=[CH:122][CH:121]=1.O=C1O[C@H]([C@H](CO)O)C([O-])=C1O.[Na+]. The catalyst is S([O-])([O-])(=O)=O.[Cu+2].C(O)(C)(C)C. The product is [C:1]([O:4][C@H:5]1[C@@H:10]([O:11][C:12](=[O:14])[CH3:13])[C@H:9]([O:15][C:16](=[O:18])[CH3:17])[C@@H:8]([CH2:19][O:20][C:21](=[O:23])[CH3:22])[O:7][C@@H:6]1[O:24][C@H:25]1[C@H:30]([O:31][C:32](=[O:34])[CH3:33])[C@@H:29]([CH2:35][O:36][C:37](=[O:39])[CH3:38])[O:28][C@H:27]([O:40][C@H:41]2[C@H:46]([O:47][C:48](=[O:50])[CH3:49])[C@@H:45]([CH2:51][O:52][C:53](=[O:55])[CH3:54])[O:44][C@H:43]([O:56][C@H:57]3[C@H:62]([O:63][C:64](=[O:66])[CH3:65])[C@@H:61]([CH2:67][O:68][C:69](=[O:71])[CH3:70])[O:60][C@H:59]([O:72][C@H:73]4[C@@H:94]([O:95][C:96](=[O:98])[CH3:97])[C@H:93]([O:99][C:100](=[O:102])[CH3:101])[C@@H:92]([CH2:103][O:104][C:105](=[O:107])[CH3:106])[O:91][C@@H:74]4[O:75][CH2:76][CH2:77][CH2:78][CH2:79][CH2:80][CH2:81][CH2:82][CH2:83][CH2:84][CH2:85][CH2:86][CH2:87][N:88]4[CH:127]=[C:126]([C:120]5[CH:125]=[CH:124][CH:123]=[CH:122][CH:121]=5)[N:90]=[N:89]4)[C@H:58]3[O:108][C:109](=[O:111])[CH3:110])[C@H:42]2[O:112][C:113](=[O:115])[CH3:114])[C@H:26]1[O:116][C:117](=[O:119])[CH3:118])(=[O:3])[CH3:2]. The yield is 0.620. (2) The reactants are [NH2:1][CH:2]([C:6]1[CH:11]=[CH:10][C:9]([O:12][CH3:13])=[C:8]([O:14][CH2:15][CH3:16])[CH:7]=1)[CH2:3][C:4]#[N:5].CCN(CC)CC.C[O:25][C:26](=O)[C:27]1[C:32]([NH:33][C:34]([CH:36]2[CH2:38][CH2:37]2)=[O:35])=[CH:31][CH:30]=[C:29]([Cl:39])[C:28]=1[CH2:40]Br. The catalyst is CN(C=O)C. The product is [Cl:39][C:29]1[CH:30]=[CH:31][C:32]([NH:33][C:34]([CH:36]2[CH2:37][CH2:38]2)=[O:35])=[C:27]2[C:28]=1[CH2:40][N:1]([CH:2]([C:6]1[CH:11]=[CH:10][C:9]([O:12][CH3:13])=[C:8]([O:14][CH2:15][CH3:16])[CH:7]=1)[CH2:3][C:4]#[N:5])[C:26]2=[O:25]. The yield is 0.800. (3) The reactants are [OH:1][C:2]1[CH:9]=[CH:8][C:5]([CH:6]=[O:7])=[CH:4][CH:3]=1.N1C=CC=CC=1.Cl[C:17]([O:19][CH2:20][CH3:21])=[O:18].N#N. The catalyst is O.C(Cl)Cl. The product is [C:17](=[O:18])([O:1][C:2]1[CH:9]=[CH:8][C:5]([CH:6]=[O:7])=[CH:4][CH:3]=1)[O:19][CH2:20][CH3:21]. The yield is 0.920. (4) The reactants are [CH3:1][O:2][C:3](=[O:21])[C:4]([CH3:20])([CH3:19])[CH2:5][N:6]1[CH2:11][CH2:10][N:9](C(OC(C)(C)C)=O)[CH2:8][CH2:7]1.C(O)(C(F)(F)F)=O. The catalyst is C(Cl)Cl. The product is [CH3:19][C:4]([CH3:20])([CH2:5][N:6]1[CH2:11][CH2:10][NH:9][CH2:8][CH2:7]1)[C:3]([O:2][CH3:1])=[O:21]. The yield is 0.880. (5) The reactants are C(N(CC)CCNC(C1C=C[C:16]2[C:11](=[CH:12][CH:13]=[C:14]([Sn:19]([CH2:28][CH2:29][CH2:30][CH3:31])([CH2:24][CH2:25][CH2:26][CH3:27])[CH2:20][CH2:21][CH2:22][CH3:23])[CH:15]=2)[N:10]=1)=O)C.[CH2:34]([N:36]([CH2:57][CH3:58])[CH2:37][CH2:38][NH:39][C:40]([C:42]1[C:55]2[C:46](=[N:47]C3C(N=2)=CC=C(Br)C=3)[CH:45]=[CH:44][CH:43]=1)=[O:41])[CH3:35]. No catalyst specified. The product is [CH2:57]([N:36]([CH2:34][CH3:35])[CH2:37][CH2:38][NH:39][C:40]([C:42]1[C:55]2[C:46](=[N:47][C:16]3[C:11]([N:10]=2)=[CH:12][CH:13]=[C:14]([Sn:19]([CH2:20][CH2:21][CH2:22][CH3:23])([CH2:24][CH2:25][CH2:26][CH3:27])[CH2:28][CH2:29][CH2:30][CH3:31])[CH:15]=3)[CH:45]=[CH:44][CH:43]=1)=[O:41])[CH3:58]. The yield is 0.610. (6) The reactants are [Cl:1][C:2]1[CH:3]=[C:4]([NH:9][CH2:10][C:11]([O:13][CH2:14][CH3:15])=[O:12])[CH:5]=[CH:6][C:7]=1[Cl:8].[CH3:16][O:17][CH2:18][CH2:19]Br.[I-].[Na+].C(=O)(O)[O-].[Na+].FC(F)(F)C(O)=O. The catalyst is O.CCOCC.C(OCC)(=O)C.CC#N.O.CN(C=O)C. The product is [Cl:1][C:2]1[CH:3]=[C:4]([N:9]([CH2:19][CH2:18][O:17][CH3:16])[CH2:10][C:11]([O:13][CH2:14][CH3:15])=[O:12])[CH:5]=[CH:6][C:7]=1[Cl:8]. The yield is 0.200.